Dataset: hERG Central: cardiac toxicity at 1µM, 10µM, and general inhibition. Task: Predict hERG channel inhibition at various concentrations. (1) The compound is CN(Cc1ccccc1)Cc1nc2c(c(=O)n(C)c(=O)n2C)n1CCCc1ccccc1. Results: hERG_inhib (hERG inhibition (general)): blocker. (2) The molecule is CN(C)CCn1c(=O)n(Cc2ccco2)c(=O)c2c3c(sc21)CCCCC3. Results: hERG_inhib (hERG inhibition (general)): blocker. (3) The drug is COc1ccc(Nc2c3c(nc4ccccc24)CCCC3)cc1OC. Results: hERG_inhib (hERG inhibition (general)): blocker. (4) The compound is O=C(COc1coc(CN2CCN(c3ccc(F)cc3)CC2)cc1=O)NC1CCCC1. Results: hERG_inhib (hERG inhibition (general)): blocker. (5) The compound is O=C(NCCC1CCCCN1S(=O)(=O)c1cccs1)C(=O)Nc1cccc(F)c1. Results: hERG_inhib (hERG inhibition (general)): blocker. (6) The molecule is CC(C)NCCCCOc1ccc(Br)cc1Cl.O=C(O)C(=O)O. Results: hERG_inhib (hERG inhibition (general)): blocker. (7) The molecule is CCOc1ccc(CNCCN2CCCC2)cc1.O=C(O)C(=O)O. Results: hERG_inhib (hERG inhibition (general)): blocker. (8) The compound is CCN(CC)CC(O)c1ccc(C2CCCC2)cc1.Cl. Results: hERG_inhib (hERG inhibition (general)): blocker. (9) The drug is CN(CCC#N)C(=O)COC(=O)c1ccc(Cl)c(S(=O)(=O)N(C)c2ccccc2)c1. Results: hERG_inhib (hERG inhibition (general)): blocker. (10) The molecule is CCOc1ccc(CN2CCN(Cc3[nH]c4ccc(OC)cc4c3C)CC2CCO)cc1. Results: hERG_inhib (hERG inhibition (general)): blocker.